This data is from hERG potassium channel inhibition data for cardiac toxicity prediction from Karim et al.. The task is: Regression/Classification. Given a drug SMILES string, predict its toxicity properties. Task type varies by dataset: regression for continuous values (e.g., LD50, hERG inhibition percentage) or binary classification for toxic/non-toxic outcomes (e.g., AMES mutagenicity, cardiotoxicity, hepatotoxicity). Dataset: herg_karim. (1) The molecule is CN(C)C(=O)c1ccc(CN2CCc3cc4nc(N)sc4cc3CC2)cc1. The result is 0 (non-blocker). (2) The compound is Cc1c([C@@H]2CN3CCN(C(=O)Cc4ccc(-n5cnnn5)nc4)C[C@H]3CO2)ccc2nonc12. The result is 0 (non-blocker).